The task is: Predict the product of the given reaction.. This data is from Forward reaction prediction with 1.9M reactions from USPTO patents (1976-2016). (1) Given the reactants C(OC(=O)[NH:7][CH2:8][CH2:9][C:10]1[CH:15]=[CH:14][C:13]([F:16])=[C:12]([O:17][CH3:18])[CH:11]=1)(C)(C)C.[ClH:20].C(OCC)(=O)C, predict the reaction product. The product is: [ClH:20].[F:16][C:13]1[CH:14]=[CH:15][C:10]([CH2:9][CH2:8][NH2:7])=[CH:11][C:12]=1[O:17][CH3:18]. (2) Given the reactants Cl[C:2]1[C:7]([C:8]2[CH2:9][CH2:10][O:11][CH2:12][CH:13]=2)=[CH:6][CH:5]=[CH:4][N:3]=1.[OH:14][CH:15]1[CH2:18][N:17]([C:19]([O:21][C:22]([CH3:25])([CH3:24])[CH3:23])=[O:20])[CH2:16]1.CC(C)([O-])C.[Na+], predict the reaction product. The product is: [O:11]1[CH2:12][CH:13]=[C:8]([C:7]2[C:2]([O:14][CH:15]3[CH2:16][N:17]([C:19]([O:21][C:22]([CH3:25])([CH3:24])[CH3:23])=[O:20])[CH2:18]3)=[N:3][CH:4]=[CH:5][CH:6]=2)[CH2:9][CH2:10]1. (3) Given the reactants [F:1][C:2]([C:5]1[O:9][N:8]=[C:7]([NH2:10])[CH:6]=1)([CH3:4])[CH3:3].Cl[C:12]([O:14][C:15]1[CH:20]=[CH:19][C:18]([Cl:21])=[CH:17][CH:16]=1)=[O:13], predict the reaction product. The product is: [F:1][C:2]([C:5]1[O:9][N:8]=[C:7]([NH:10][C:12](=[O:13])[O:14][C:15]2[CH:20]=[CH:19][C:18]([Cl:21])=[CH:17][CH:16]=2)[CH:6]=1)([CH3:4])[CH3:3]. (4) Given the reactants C([O:4][C:5]1[C:14]2[C:9](=[CH:10][CH:11]=[CH:12][CH:13]=2)[C:8]([Cl:15])=[N:7][CH:6]=1)C=C.CCO[C:19]([CH3:21])=O.O.[CH3:23]OCCOCCOC, predict the reaction product. The product is: [CH2:23]([C:6]1[N:7]=[C:8]([Cl:15])[C:9]2[C:14]([C:5]=1[OH:4])=[CH:13][CH:12]=[CH:11][CH:10]=2)[CH:19]=[CH2:21]. (5) Given the reactants [O:1]1[C:5]2[CH:6]=[CH:7][CH:8]=[CH:9][C:4]=2[CH:3]=[C:2]1[C:10]1[N:14]2[N:15]=[C:16](Cl)[CH:17]=[CH:18][C:13]2=[N:12][CH:11]=1.[NH:20]1[CH2:24][CH2:23][C@H:22]([OH:25])[CH2:21]1.C(=O)([O-])O.[Na+], predict the reaction product. The product is: [O:1]1[C:5]2[CH:6]=[CH:7][CH:8]=[CH:9][C:4]=2[CH:3]=[C:2]1[C:10]1[N:14]2[N:15]=[C:16]([N:20]3[CH2:24][CH2:23][C@H:22]([OH:25])[CH2:21]3)[CH:17]=[CH:18][C:13]2=[N:12][CH:11]=1. (6) Given the reactants [OH:1][CH2:2][CH2:3][N:4]1[CH2:8][CH2:7][N:6]([C:9]2[S:13][C:12]([C:14]([O:16][CH2:17][CH3:18])=[O:15])=[C:11]([CH3:19])[CH:10]=2)[C:5]1=[O:20].[C:21]1(C)[C:22]([S:27](Cl)(=[O:29])=[O:28])=[CH:23][CH:24]=[CH:25][CH:26]=1.Cl[CH2:33]Cl, predict the reaction product. The product is: [CH3:19][C:11]1[CH:10]=[C:9]([N:6]2[CH2:7][CH2:8][N:4]([CH2:3][CH2:2][O:1][S:27]([C:22]3[CH:21]=[CH:26][C:25]([CH3:33])=[CH:24][CH:23]=3)(=[O:28])=[O:29])[C:5]2=[O:20])[S:13][C:12]=1[C:14]([O:16][CH2:17][CH3:18])=[O:15]. (7) Given the reactants Cl[C:2]1[CH:3]=[C:4]([C:9]2[N:13]3[CH:14]=[CH:15][C:16]([C:19]([OH:22])([CH3:21])[CH3:20])=[C:17]([F:18])[C:12]3=[N:11][CH:10]=2)[CH:5]=[CH:6][C:7]=1[F:8].[CH3:23][N:24]([C:26]1[CH:31]=[CH:30][C:29](B(O)O)=[CH:28][CH:27]=1)[CH3:25], predict the reaction product. The product is: [CH3:23][N:24]([CH3:25])[C:26]1[CH:31]=[CH:30][C:29]([C:2]2[CH:3]=[C:4]([C:9]3[N:13]4[CH:14]=[CH:15][C:16]([C:19]([OH:22])([CH3:21])[CH3:20])=[C:17]([F:18])[C:12]4=[N:11][CH:10]=3)[CH:5]=[CH:6][C:7]=2[F:8])=[CH:28][CH:27]=1.